Dataset: Full USPTO retrosynthesis dataset with 1.9M reactions from patents (1976-2016). Task: Predict the reactants needed to synthesize the given product. (1) Given the product [CH2:24]([O:12][C:13]1[CH:22]=[CH:21][CH:20]=[C:19]2[C:14]=1[CH2:15][CH2:16][CH2:17][C:18]2=[O:23])[C:25]1[CH:30]=[CH:29][CH:28]=[CH:27][CH:26]=1, predict the reactants needed to synthesize it. The reactants are: C(O[K])(C)(C)C.CN(C)C=O.[OH:12][C:13]1[CH:22]=[CH:21][CH:20]=[C:19]2[C:14]=1[CH2:15][CH2:16][CH2:17][C:18]2=[O:23].[CH2:24](Br)[C:25]1[CH:30]=[CH:29][CH:28]=[CH:27][CH:26]=1. (2) Given the product [Cl:27][C:10]1[N:11]([S:12]([C:15]2[CH:20]=[CH:19][C:18]([C:21]([F:24])([F:22])[F:23])=[CH:17][CH:16]=2)(=[O:13])=[O:14])[C:7]([C:1]2[CH:2]=[CH:3][CH:4]=[CH:5][CH:6]=2)=[CH:8][C:9]=1[CH:25]=[O:26], predict the reactants needed to synthesize it. The reactants are: [C:1]1([C:7]2[N:11]([S:12]([C:15]3[CH:20]=[CH:19][C:18]([C:21]([F:24])([F:23])[F:22])=[CH:17][CH:16]=3)(=[O:14])=[O:13])[CH:10]=[C:9]([CH:25]=[O:26])[CH:8]=2)[CH:6]=[CH:5][CH:4]=[CH:3][CH:2]=1.[Cl:27]N1C(=O)CCC1=O.O. (3) Given the product [Cl:8][C:6]1[CH:5]=[C:4]([S:9][C:10]2[N:14]([CH:15]([CH3:17])[CH3:16])[N:13]=[C:12]([CH3:18])[C:11]=2[CH:19]([C:21]2[CH:26]=[CH:25][CH:24]=[CH:23][CH:22]=2)[OH:20])[CH:3]=[C:2]([Cl:1])[CH:7]=1, predict the reactants needed to synthesize it. The reactants are: [Cl:1][C:2]1[CH:3]=[C:4]([S:9][C:10]2[N:14]([CH:15]([CH3:17])[CH3:16])[N:13]=[C:12]([CH3:18])[C:11]=2[C:19]([C:21]2[CH:26]=[CH:25][CH:24]=[CH:23][CH:22]=2)=[O:20])[CH:5]=[C:6]([Cl:8])[CH:7]=1.[BH4-].[Na+].O. (4) Given the product [CH2:4]([O:5][C:6](=[O:7])[C:8]([F:9])=[C:18]([C:21]1[O:25][C:24]2[C:26]([C:30]3[CH:35]=[C:34]([CH:36]([CH3:37])[CH3:38])[CH:33]=[C:32]([CH:39]([CH3:41])[CH3:40])[C:31]=3[O:42][CH2:43][CH:44]([F:46])[F:45])=[CH:27][CH:28]=[CH:29][C:23]=2[CH:22]=1)[CH3:19])[CH3:3], predict the reactants needed to synthesize it. The reactants are: [H-].[Na+].[CH3:3][CH2:4][O:5][C:6]([CH:8](P(OCC)(OCC)=O)[F:9])=[O:7].[C:18]([C:21]1[O:25][C:24]2[C:26]([C:30]3[CH:35]=[C:34]([CH:36]([CH3:38])[CH3:37])[CH:33]=[C:32]([CH:39]([CH3:41])[CH3:40])[C:31]=3[O:42][CH2:43][CH:44]([F:46])[F:45])=[CH:27][CH:28]=[CH:29][C:23]=2[CH:22]=1)(=O)[CH3:19].O. (5) Given the product [Br:1][C:2]1[C:7]([O:8][CH3:9])=[CH:6][C:5]([C:10]2[N:11]=[C:12]([C:28](=[O:44])[CH:29]([O:42][CH3:43])[C:30]3[CH:31]=[CH:32][C:33]([N:36]4[CH2:37][CH2:38][O:39][CH2:40][CH2:41]4)=[CH:34][CH:35]=3)[O:13][CH:14]=2)=[CH:4][C:3]=1[O:15][CH3:16], predict the reactants needed to synthesize it. The reactants are: [Br:1][C:2]1[C:7]([O:8][CH3:9])=[CH:6][C:5]([C:10]2[N:11]=[CH:12][O:13][CH:14]=2)=[CH:4][C:3]=1[O:15][CH3:16].[Li+].CC([N-]C(C)C)C.CON(C)[C:28](=[O:44])[CH:29]([O:42][CH3:43])[C:30]1[CH:35]=[CH:34][C:33]([N:36]2[CH2:41][CH2:40][O:39][CH2:38][CH2:37]2)=[CH:32][CH:31]=1. (6) Given the product [CH2:20]([C@@:13]1([CH2:18][CH3:19])[NH:12][C@H:11]([C:24]2[CH:29]=[CH:28][CH:27]=[CH:26][CH:25]=2)[C:10]2[CH:30]=[C:31]([O:32][CH3:33])[C:7]([C:43]#[N:44])=[CH:8][C:9]=2[S:15](=[O:17])(=[O:16])[CH2:14]1)[CH2:21][CH2:22][CH3:23], predict the reactants needed to synthesize it. The reactants are: FC(F)(F)S(O[C:7]1[C:31]([O:32][CH3:33])=[CH:30][C:10]2[C@@H:11]([C:24]3[CH:29]=[CH:28][CH:27]=[CH:26][CH:25]=3)[NH:12][C@@:13]([CH2:20][CH2:21][CH2:22][CH3:23])([CH2:18][CH3:19])[CH2:14][S:15](=[O:17])(=[O:16])[C:9]=2[CH:8]=1)(=O)=O.C1(C)C=CC=CC=1.[CH3:43][N:44](C=O)C. (7) The reactants are: Cl[CH:2]([F:4])[F:3].[CH3:5][O:6][C:7](=[O:23])[C:8]1[CH:13]=[C:12]([N:14]2[C:18](=[O:19])[NH:17][C:16]([CH3:20])=[N:15]2)[C:11]([F:21])=[CH:10][C:9]=1[Cl:22].C(=O)([O-])[O-].[K+].[K+]. Given the product [CH3:5][O:6][C:7](=[O:23])[C:8]1[CH:13]=[C:12]([N:14]2[C:18](=[O:19])[N:17]([CH:2]([F:4])[F:3])[C:16]([CH3:20])=[N:15]2)[C:11]([F:21])=[CH:10][C:9]=1[Cl:22], predict the reactants needed to synthesize it. (8) The reactants are: [CH2:1]([N:8]1[C:13](=[O:14])[C:12]2[C:15]([Br:19])=[C:16]([Br:18])[S:17][C:11]=2[N:10]=[C:9]1[CH:20](Br)[CH:21]([CH3:23])[CH3:22])[C:2]1[CH:7]=[CH:6][CH:5]=[CH:4][CH:3]=1.[N-:25]=[N+:26]=[N-:27].[Na+].CCOCC. Given the product [N:25]([CH:20]([C:9]1[N:8]([CH2:1][C:2]2[CH:7]=[CH:6][CH:5]=[CH:4][CH:3]=2)[C:13](=[O:14])[C:12]2[C:15]([Br:19])=[C:16]([Br:18])[S:17][C:11]=2[N:10]=1)[CH:21]([CH3:23])[CH3:22])=[N+:26]=[N-:27], predict the reactants needed to synthesize it.